This data is from Forward reaction prediction with 1.9M reactions from USPTO patents (1976-2016). The task is: Predict the product of the given reaction. (1) Given the reactants O=[C:2]1[C:26]2[C:21](=[CH:22][CH:23]=[CH:24][CH:25]=2)[O:20][C:4]2([CH2:9][CH2:8][N:7]([C:10]([O:12][CH2:13][C:14]3[CH:19]=[CH:18][CH:17]=[CH:16][CH:15]=3)=[O:11])[CH2:6][CH2:5]2)[CH2:3]1, predict the reaction product. The product is: [N:7]1([C:10]([O:12][CH2:13][C:14]2[CH:15]=[CH:16][CH:17]=[CH:18][CH:19]=2)=[O:11])[CH2:6][CH2:5][C:4]2([CH2:3][CH2:2][C:26]3[C:21](=[CH:22][CH:23]=[CH:24][CH:25]=3)[O:20]2)[CH2:9][CH2:8]1. (2) Given the reactants [C:1]([N:4]1[CH2:9][CH2:8][CH:7]([CH2:10][C:11]([NH:13][C:14]2[CH:19]=[CH:18][C:17](Br)=[CH:16][CH:15]=2)=[O:12])[CH2:6][CH2:5]1)(=[O:3])[CH3:2].[CH3:21][O:22][C:23]1[CH:28]=[CH:27][C:26](B(O)O)=[CH:25][CH:24]=1, predict the reaction product. The product is: [C:1]([N:4]1[CH2:9][CH2:8][CH:7]([CH2:10][C:11]([NH:13][C:14]2[CH:19]=[CH:18][C:17]([C:26]3[CH:27]=[CH:28][C:23]([O:22][CH3:21])=[CH:24][CH:25]=3)=[CH:16][CH:15]=2)=[O:12])[CH2:6][CH2:5]1)(=[O:3])[CH3:2].